This data is from Catalyst prediction with 721,799 reactions and 888 catalyst types from USPTO. The task is: Predict which catalyst facilitates the given reaction. (1) Product: [OH:44][C@@H:41]1[CH2:42][CH2:43][C@H:38]([NH:37][C:35]([CH:32]2[CH2:33][CH2:34][C:29]([C:26]3[CH:27]=[CH:28][C:23]([C:8]4[CH:9]=[CH:10][C:5]([C:3]([NH:2][CH3:1])=[O:4])=[CH:6][CH:7]=4)=[CH:24][C:25]=3[CH3:45])=[CH:30][CH2:31]2)=[O:36])[CH2:39][CH2:40]1. Reactant: [CH3:1][NH:2][C:3]([C:5]1[CH:10]=[CH:9][C:8](B(O)O)=[CH:7][CH:6]=1)=[O:4].[O-]P([O-])([O-])=O.[K+].[K+].[K+].Br[C:23]1[CH:28]=[CH:27][C:26]([C:29]2[CH2:34][CH2:33][CH:32]([C:35]([NH:37][C@H:38]3[CH2:43][CH2:42][C@@H:41]([OH:44])[CH2:40][CH2:39]3)=[O:36])[CH2:31][CH:30]=2)=[C:25]([CH3:45])[CH:24]=1. The catalyst class is: 70. (2) Reactant: [F:1][C:2]1[CH:3]=[C:4]([C:26]([O:28]CC)=O)[C:5]2[C:6](=O)[CH:7]([C:18]3[CH:23]=[CH:22][C:21]([F:24])=[CH:20][CH:19]=3)[CH:8]([C:12]3[N:13]([CH3:17])[CH:14]=[CH:15][N:16]=3)[NH:9][C:10]=2[CH:11]=1.O.[NH2:32][NH2:33]. Product: [F:1][C:2]1[CH:11]=[C:10]2[NH:9][CH:8]([C:12]3[N:13]([CH3:17])[CH:14]=[CH:15][N:16]=3)[CH:7]([C:18]3[CH:23]=[CH:22][C:21]([F:24])=[CH:20][CH:19]=3)[C:6]3=[N:32][NH:33][C:26](=[O:28])[C:4]([CH:3]=1)=[C:5]23. The catalyst class is: 5. (3) Reactant: [CH3:1][O:2][C:3]1[CH:24]=[C:23]([O:25][CH3:26])[CH:22]=[CH:21][C:4]=1[CH2:5][N:6]1[C:12](=[O:13])[C:11]2[CH:14]=[C:15]([O:18][CH3:19])[CH:16]=[CH:17][C:10]=2[NH:9][C:8](=O)[CH2:7]1.CN(C)C1C=CC(C)=CC=1.[Cl-:37].[P+]=O. Product: [Cl:37][C:8]1[CH2:7][N:6]([CH2:5][C:4]2[CH:21]=[CH:22][C:23]([O:25][CH3:26])=[CH:24][C:3]=2[O:2][CH3:1])[C:12](=[O:13])[C:11]2[CH:14]=[C:15]([O:18][CH3:19])[CH:16]=[CH:17][C:10]=2[N:9]=1. The catalyst class is: 11. (4) Reactant: C(OC([N:8]1[CH2:13][CH2:12][CH:11]([N:14]2[CH:18]=[C:17](B3OC(C)(C)C(C)(C)O3)[CH:16]=[N:15]2)[CH2:10][CH2:9]1)=O)(C)(C)C.Br[C:29]1[CH:30]=[C:31]2[C:37]([C@@H:38]([C:40]3[C:45]([O:46][CH3:47])=[CH:44][CH:43]=[C:42]([F:48])[C:41]=3[Cl:49])[CH3:39])=[N:36][NH:35][C:32]2=[N:33][CH:34]=1.C(=O)([O-])[O-].[K+].[K+]. Product: [Cl:49][C:41]1[C:42]([F:48])=[CH:43][CH:44]=[C:45]([O:46][CH3:47])[C:40]=1[C@H:38]([C:37]1[C:31]2[C:32](=[N:33][CH:34]=[C:29]([C:17]3[CH:16]=[N:15][N:14]([CH:11]4[CH2:10][CH2:9][NH:8][CH2:13][CH2:12]4)[CH:18]=3)[CH:30]=2)[NH:35][N:36]=1)[CH3:39]. The catalyst class is: 12. (5) Reactant: [Br:1][C:2]1[C:3]([O:13]C)=[C:4]([C:10](=[O:12])[CH3:11])[CH:5]=[C:6]([Cl:9])[C:7]=1[CH3:8].B(Br)(Br)Br. Product: [Br:1][C:2]1[C:3]([OH:13])=[C:4]([C:10](=[O:12])[CH3:11])[CH:5]=[C:6]([Cl:9])[C:7]=1[CH3:8]. The catalyst class is: 2. (6) Reactant: [OH-:1].[K+].[CH2:3]([OH:5])[CH3:4].[Cl:6][C:7]1[CH:8]=[CH:9][C:10]([O:22][CH3:23])=[C:11](CC(N2CCOCC2)=S)[CH:12]=1. Product: [Cl:6][C:7]1[CH:12]=[CH:11][C:10]([O:22][CH3:23])=[C:9]([CH2:4][C:3]([OH:1])=[O:5])[CH:8]=1. The catalyst class is: 6. (7) Reactant: [C:1]([O:5][C:6]([NH:8][C@@H:9]([CH2:13][CH2:14][C:15]1[CH:20]=[CH:19][CH:18]=[CH:17][CH:16]=1)[C:10]([OH:12])=O)=[O:7])([CH3:4])([CH3:3])[CH3:2].C(Cl)CCl.C1C=CC2N(O)N=NC=2C=1.Cl.[CH3:36][NH:37][O:38][CH3:39].C(N(CC)CC)C. Product: [CH3:39][O:38][N:37]([CH3:36])[C:10]([C@@H:9]([NH:8][C:6](=[O:7])[O:5][C:1]([CH3:2])([CH3:3])[CH3:4])[CH2:13][CH2:14][C:15]1[CH:20]=[CH:19][CH:18]=[CH:17][CH:16]=1)=[O:12]. The catalyst class is: 4. (8) Reactant: Cl.[CH3:2][C:3]([CH3:12])([CH3:11])[CH2:4][C@H:5]([NH2:10])[CH2:6][N:7]([CH3:9])[CH3:8].C(N(CC)CC)C.[CH2:20]([O:22][C:23]([CH:25]1[CH2:29][CH2:28][S:27](=[O:31])(=[O:30])[N:26]1[CH2:32][C:33]1[CH:38]=[CH:37][CH:36]=[C:35]([CH:39]=O)[CH:34]=1)=[O:24])[CH3:21].C([BH3-])#N.[Na+]. Product: [CH2:20]([O:22][C:23]([CH:25]1[CH2:29][CH2:28][S:27](=[O:31])(=[O:30])[N:26]1[CH2:32][C:33]1[CH:38]=[CH:37][CH:36]=[C:35]([CH2:39][NH:10][C@H:5]([CH2:6][N:7]([CH3:9])[CH3:8])[CH2:4][C:3]([CH3:12])([CH3:11])[CH3:2])[CH:34]=1)=[O:24])[CH3:21]. The catalyst class is: 130. (9) Reactant: [C:1]1([N:7]2[C:11]3[CH:12]=[CH:13][CH:14]=[CH:15][C:10]=3[N:9]=[C:8]2[C:16]2[CH:21]=[CH:20][C:19](B3OC(C)(C)C(C)(C)O3)=[CH:18][CH:17]=2)[CH:6]=[CH:5][CH:4]=[CH:3][CH:2]=1.Br[C:32]1[CH:37]=[CH:36][C:35]([N:38]2[C:50]3[CH:49]=[CH:48][CH:47]=[CH:46][C:45]=3C3C2=CC=CC=3)=[CH:34][CH:33]=1.[F-].[K+].C(O[CH2:57][CH3:58])(=O)C. Product: [C:1]1([N:7]2[C:11]3[CH:12]=[CH:13][CH:14]=[CH:15][C:10]=3[N:9]=[C:8]2[C:16]2[CH:17]=[CH:18][C:19]([C:58]3[CH:57]=[CH:3][C:2]([N:38]4[C:50]5[CH:45]=[CH:46][CH:47]=[CH:48][C:49]=5[C:34]5[C:35]4=[CH:36][CH:37]=[CH:32][CH:33]=5)=[CH:1][CH:6]=3)=[CH:20][CH:21]=2)[CH:6]=[CH:5][CH:4]=[CH:3][CH:2]=1. The catalyst class is: 3.